This data is from Full USPTO retrosynthesis dataset with 1.9M reactions from patents (1976-2016). The task is: Predict the reactants needed to synthesize the given product. (1) The reactants are: [Cl:1][C:2]1[CH:3]=[CH:4][N:5]=[C:6]2[C:10]=1[NH:9][CH:8]=[C:7]2[C:11](=[O:15])[C:12]([O-:14])=O.[K+].[C:17]([N:25]1[CH2:30][CH2:29][NH:28][C@H:27]([CH3:31])[CH2:26]1)(=[O:24])[C:18]1[CH:23]=[CH:22][CH:21]=[CH:20][CH:19]=1. Given the product [C:17]([N:25]1[CH2:30][CH2:29][N:28]([C:12](=[O:14])[C:11]([C:7]2[C:6]3[C:10](=[C:2]([Cl:1])[CH:3]=[CH:4][N:5]=3)[NH:9][CH:8]=2)=[O:15])[C@H:27]([CH3:31])[CH2:26]1)(=[O:24])[C:18]1[CH:19]=[CH:20][CH:21]=[CH:22][CH:23]=1, predict the reactants needed to synthesize it. (2) Given the product [Cl:1][C:2]1[CH:3]=[C:4]([C:9]2[O:11][N:12]=[C:13]([C:15]3[CH:23]=[CH:22][CH:21]=[C:20]4[C:16]=3[CH:17]=[CH:18][NH:19]4)[N:14]=2)[CH:5]=[N:6][C:7]=1[Cl:8], predict the reactants needed to synthesize it. The reactants are: [Cl:1][C:2]1[CH:3]=[C:4]([C:9]([O:11][N:12]=[C:13]([C:15]2[C:16]3[CH:17]=[CH:18][NH:19][C:20]=3[CH:21]=[CH:22][CH:23]=2)[NH2:14])=O)[CH:5]=[N:6][C:7]=1[Cl:8].